Dataset: Reaction yield outcomes from USPTO patents with 853,638 reactions. Task: Predict the reaction yield, written as a fraction of the theoretical maximum amount of product (1.0 means a 100% yield; for example, 0.34 means a 34% yield). (1) The reactants are [C:1]([C:5]1[CH:9]=[C:8]([NH:10][C:11]([NH:13][C@@H:14]2[C:23]3[C:18](=[CH:19][CH:20]=[CH:21][CH:22]=3)[C@H:17]([O:24][C:25]3[CH:26]=[CH:27][C:28]4[N:29]([C:31]([N:34]5[CH2:39][CH2:38][CH2:37][CH2:36][C@@H:35]5[CH3:40])=[N:32][N:33]=4)[CH:30]=3)[CH2:16][CH2:15]2)=[O:12])[N:7]([C:41]2[CH:42]=[C:43]([CH:52]=[CH:53][CH:54]=2)[O:44][CH2:45][CH2:46][O:47]S(C)(=O)=O)[N:6]=1)([CH3:4])([CH3:3])[CH3:2].[CH2:55]([NH:57][CH3:58])[CH3:56].C1C[O:62]CC1. No catalyst specified. The product is [CH:46]([OH:47])=[O:62].[C:1]([C:5]1[CH:9]=[C:8]([NH:10][C:11]([NH:13][C@@H:14]2[C:23]3[C:18](=[CH:19][CH:20]=[CH:21][CH:22]=3)[C@H:17]([O:24][C:25]3[CH:26]=[CH:27][C:28]4[N:29]([C:31]([N:34]5[CH2:39][CH2:38][CH2:37][CH2:36][C@@H:35]5[CH3:40])=[N:32][N:33]=4)[CH:30]=3)[CH2:16][CH2:15]2)=[O:12])[N:7]([C:41]2[CH:54]=[CH:53][CH:52]=[C:43]([O:44][CH2:45][CH2:46][N:57]([CH2:55][CH3:56])[CH3:58])[CH:42]=2)[N:6]=1)([CH3:4])([CH3:3])[CH3:2]. The yield is 0.500. (2) The reactants are [F:1][C:2]([F:7])([F:6])[C:3](O)=O.[CH3:8][N:9]1[CH:13]([C:14]([OH:16])=O)[CH2:12][N:11]([C:17]2[N:18]=[CH:19][N:20]([CH3:22])[CH:21]=2)[C:10]1=[O:23].Cl.C(N=C=N[CH2:30][CH2:31][CH2:32][N:33](C)C)C.C(N1[CH2:43][CH2:42]OCC1)C.[Cl:44][CH2:45]Cl. No catalyst specified. The product is [Cl:44][C:45]1[C:3]([C:2]([F:7])([F:6])[F:1])=[CH:43][CH:42]=[CH:30][C:31]=1[CH2:32][NH:33][C:14]([CH:13]1[CH2:12][N:11]([C:17]2[N:18]=[CH:19][N:20]([CH3:22])[CH:21]=2)[C:10](=[O:23])[N:9]1[CH3:8])=[O:16]. The yield is 0.106. (3) The reactants are [Br:1][C:2]1[CH:3]=[CH:4][C:5]2[N:6]([CH2:16][CH2:17][CH2:18][N:19]([C:32]3[CH:37]=[CH:36][CH:35]=[CH:34][CH:33]=3)S(C3C=CC=CC=3[N+]([O-])=O)(=O)=O)[C:7]3[C:12]([C:13]=2[CH:14]=1)=[CH:11][C:10]([Br:15])=[CH:9][CH:8]=3.C(=O)([O-])[O-].[Cs+].[Cs+].C1(S)C=CC=CC=1. The catalyst is C1COCC1. The product is [Br:1][C:2]1[CH:3]=[CH:4][C:5]2[N:6]([CH2:16][CH2:17][CH2:18][NH:19][C:32]3[CH:33]=[CH:34][CH:35]=[CH:36][CH:37]=3)[C:7]3[C:12]([C:13]=2[CH:14]=1)=[CH:11][C:10]([Br:15])=[CH:9][CH:8]=3. The yield is 0.609. (4) The reactants are [Br:1][C:2]1[CH:6]=[N:5][N:4]([CH3:7])[C:3]=1[C:8]1[CH:9]=[C:10]([NH2:16])[CH:11]=[CH:12][C:13]=1[O:14][CH3:15].[F:17][C:18]([F:33])([F:32])[C:19]1[CH:20]=[C:21]([N:29]=[C:30]=[O:31])[CH:22]=[C:23]([C:25]([F:28])([F:27])[F:26])[CH:24]=1. The catalyst is C(Cl)Cl. The product is [F:17][C:18]([F:32])([F:33])[C:19]1[CH:20]=[C:21]([NH:29][C:30]([NH:16][C:10]2[CH:11]=[CH:12][C:13]([O:14][CH3:15])=[C:8]([C:3]3[N:4]([CH3:7])[N:5]=[CH:6][C:2]=3[Br:1])[CH:9]=2)=[O:31])[CH:22]=[C:23]([C:25]([F:28])([F:26])[F:27])[CH:24]=1. The yield is 0.430. (5) The reactants are C([O:3][C:4](=[O:19])[CH:5]([NH:16]C=O)[C:6]([SH:15])([CH3:14])[CH2:7][CH2:8][CH2:9][CH2:10][CH2:11][CH2:12][CH3:13])C.Cl.[Cl:21]CCl.CO. The catalyst is C(O)(=O)C. The product is [ClH:21].[NH2:16][CH:5]([C:6]([SH:15])([CH3:14])[CH2:7][CH2:8][CH2:9][CH2:10][CH2:11][CH2:12][CH3:13])[C:4]([OH:19])=[O:3]. The yield is 0.949.